This data is from Reaction yield outcomes from USPTO patents with 853,638 reactions. The task is: Predict the reaction yield, written as a fraction of the theoretical maximum amount of product (1.0 means a 100% yield; for example, 0.34 means a 34% yield). (1) The reactants are Br[C:2]1[CH:7]=[CH:6][C:5]([N:8]([CH2:11][CH3:12])[CH2:9][CH3:10])=[C:4]([CH2:13][CH3:14])[CH:3]=1.C([Li])CCC.[B:20](OC(C)C)([O:25]C(C)C)[O:21]C(C)C. No catalyst specified. The product is [CH2:9]([N:8]([CH2:11][CH3:12])[C:5]1[CH:6]=[CH:7][C:2]([B:20]([OH:25])[OH:21])=[CH:3][C:4]=1[CH2:13][CH3:14])[CH3:10]. The yield is 0.350. (2) The reactants are Br[C:2]1[CH:7]=[CH:6][C:5]([N:8]2[C:16]([C:17]([NH:19][CH3:20])=[O:18])=[C:15]3[C:10]([CH:11]=[C:12]([N:24]([CH2:29][CH2:30][CH2:31][OH:32])[S:25]([CH3:28])(=[O:27])=[O:26])[C:13]([CH:21]4[CH2:23][CH2:22]4)=[CH:14]3)=[N:9]2)=[CH:4][CH:3]=1.[OH-:33].[K+].Cl. The catalyst is O1CCOCC1.O.C1C=CC(/C=C/C(/C=C/C2C=CC=CC=2)=O)=CC=1.C1C=CC(/C=C/C(/C=C/C2C=CC=CC=2)=O)=CC=1.C1C=CC(/C=C/C(/C=C/C2C=CC=CC=2)=O)=CC=1.[Pd].[Pd]. The product is [CH:21]1([C:13]2[C:12]([N:24]([CH2:29][CH2:30][CH2:31][OH:32])[S:25]([CH3:28])(=[O:27])=[O:26])=[CH:11][C:10]3[C:15](=[C:16]([C:17]([NH:19][CH3:20])=[O:18])[N:8]([C:5]4[CH:6]=[CH:7][C:2]([OH:33])=[CH:3][CH:4]=4)[N:9]=3)[CH:14]=2)[CH2:23][CH2:22]1. The yield is 0.570. (3) The reactants are [Cl:1][C:2]1[CH:10]=[C:9]2[C:5]([C:6]([C:11]([OH:13])=[O:12])=[CH:7][NH:8]2)=[CH:4][CH:3]=1.[CH3:14]O. The catalyst is OS(O)(=O)=O. The product is [CH3:14][O:12][C:11]([C:6]1[C:5]2[C:9](=[CH:10][C:2]([Cl:1])=[CH:3][CH:4]=2)[NH:8][CH:7]=1)=[O:13]. The yield is 1.00. (4) The reactants are [CH2:1]([Zn]CC)C.ClCI.[Si:9]([O:16][C:17](=[CH2:55])[CH2:18][O:19][C@H:20]1[CH2:25][CH2:24][C@H:23]([N:26]2[C:31](=[O:32])[C:30]([CH2:33][C:34]3[CH:39]=[CH:38][C:37]([C:40]4[C:41]([C:46]#[N:47])=[CH:42][CH:43]=[CH:44][CH:45]=4)=[CH:36][CH:35]=3)=[C:29]([CH2:48][CH2:49][CH3:50])[N:28]3[N:51]=[C:52]([CH3:54])[N:53]=[C:27]23)[CH2:22][CH2:21]1)([C:12]([CH3:15])([CH3:14])[CH3:13])([CH3:11])[CH3:10].[Cl-].[NH4+]. The catalyst is C(Cl)Cl. The product is [Si:9]([O:16][C:17]1([CH2:18][O:19][C@H:20]2[CH2:21][CH2:22][C@H:23]([N:26]3[C:31](=[O:32])[C:30]([CH2:33][C:34]4[CH:39]=[CH:38][C:37]([C:40]5[C:41]([C:46]#[N:47])=[CH:42][CH:43]=[CH:44][CH:45]=5)=[CH:36][CH:35]=4)=[C:29]([CH2:48][CH2:49][CH3:50])[N:28]4[N:51]=[C:52]([CH3:54])[N:53]=[C:27]34)[CH2:24][CH2:25]2)[CH2:1][CH2:55]1)([C:12]([CH3:14])([CH3:15])[CH3:13])([CH3:11])[CH3:10]. The yield is 0.520. (5) The reactants are [CH2:1]([O:3][C:4](=[O:18])[C:5]1[CH:10]=[C:9]([CH3:11])[C:8]([N+:12]([O-:14])=[O:13])=[CH:7][C:6]=1[N+:15]([O-:17])=[O:16])[CH3:2].CO[CH:21]([N:24]([CH3:26])[CH3:25])OC. The catalyst is CN(C=O)C. The product is [CH2:1]([O:3][C:4](=[O:18])[C:5]1[CH:10]=[C:9]([CH:11]=[CH:21][N:24]([CH3:26])[CH3:25])[C:8]([N+:12]([O-:14])=[O:13])=[CH:7][C:6]=1[N+:15]([O-:17])=[O:16])[CH3:2]. The yield is 0.280. (6) The reactants are [CH3:1][O:2][CH2:3][CH2:4][OH:5].CC(C)([O-])C.[K+].[Br:12][C:13]1[CH:14]=[CH:15][C:16](Cl)=[N:17][CH:18]=1. The catalyst is O1CCOCC1.[Cl-].[Na+].O. The product is [Br:12][C:13]1[CH:14]=[CH:15][C:16]([O:5][CH2:4][CH2:3][O:2][CH3:1])=[N:17][CH:18]=1. The yield is 0.730. (7) The reactants are C(N(C(C)C)CC)(C)C.CC1C=CC=C(C)C=1C(Cl)=O.[CH3:21][C:22]1[CH:30]=[C:29](C)[CH:28]=[C:27]([CH3:32])[C:23]=1[C:24](Cl)=[O:25].[Cl:33][C:34]1[CH:51]=[CH:50][C:37]([CH2:38][O:39][C:40]2[CH:49]=[CH:48][C:43](/[C:44](=[N:46]/[OH:47])/[NH2:45])=[CH:42][CH:41]=2)=[CH:36][CH:35]=1. The catalyst is C1COCC1. The product is [Cl:33][C:34]1[CH:51]=[CH:50][C:37]([CH2:38][O:39][C:40]2[CH:49]=[CH:48][C:43](/[C:44](=[N:46]/[O:47][C:24](=[O:25])[C:23]3[C:27]([CH3:32])=[CH:28][CH:29]=[CH:30][C:22]=3[CH3:21])/[NH2:45])=[CH:42][CH:41]=2)=[CH:36][CH:35]=1. The yield is 0.930. (8) The reactants are C([Li])(C)(C)C.Br[C:7]1[CH:12]=[CH:11][C:10]([O:13][CH3:14])=[C:9]([Cl:15])[CH:8]=1.[Br:16][C:17]1[CH:18]=[C:19](/[C:23](/[C:31]2[CH:36]=[CH:35][CH:34]=[C:33]([F:37])[C:32]=2[C:38]#[N:39])=[N:24]\S(C(C)(C)C)=O)[CH:20]=[CH:21][CH:22]=1.Cl.CO. The product is [Br:16][C:17]1[CH:18]=[C:19]([C:23]2([C:7]3[CH:12]=[CH:11][C:10]([O:13][CH3:14])=[C:9]([Cl:15])[CH:8]=3)[C:31]3[C:32](=[C:33]([F:37])[CH:34]=[CH:35][CH:36]=3)[C:38]([NH2:39])=[N:24]2)[CH:20]=[CH:21][CH:22]=1. The catalyst is O1CCCC1. The yield is 0.420. (9) The reactants are [NH:1]1[C:9]2[C:4](=[C:5]([O:10][CH2:11][CH2:12][CH2:13][O:14][C:15]3[CH:27]=[CH:26][C:18]4[C:19]([C:22]([F:25])([F:24])[F:23])=[N:20][O:21][C:17]=4[C:16]=3[CH2:28][CH2:29][CH3:30])[CH:6]=[CH:7][CH:8]=2)[CH:3]=[CH:2]1.[CH3:31][O:32][C:33](=[O:36])[CH2:34]Br.C(=O)([O-])[O-].[K+].[K+].[I-].[K+]. The catalyst is C(#N)C. The product is [CH3:31][O:32][C:33](=[O:36])[CH2:34][N:1]1[C:9]2[C:4](=[C:5]([O:10][CH2:11][CH2:12][CH2:13][O:14][C:15]3[CH:27]=[CH:26][C:18]4[C:19]([C:22]([F:24])([F:23])[F:25])=[N:20][O:21][C:17]=4[C:16]=3[CH2:28][CH2:29][CH3:30])[CH:6]=[CH:7][CH:8]=2)[CH:3]=[CH:2]1. The yield is 0.760.